Dataset: Forward reaction prediction with 1.9M reactions from USPTO patents (1976-2016). Task: Predict the product of the given reaction. (1) Given the reactants Cl.[NH2:2][CH2:3][CH2:4][C:5]1[CH:12]=[CH:11][C:8]([C:9]#[N:10])=[CH:7][CH:6]=1.C([O-])(O)=O.[Na+], predict the reaction product. The product is: [NH2:2][CH2:3][CH2:4][C:5]1[CH:12]=[CH:11][C:8]([C:9]#[N:10])=[CH:7][CH:6]=1. (2) Given the reactants [Cl:1][C:2]1[CH:7]=[CH:6][CH:5]=[C:4]([Cl:8])[C:3]=1I.[CH3:10][O:11][C:12](=[O:42])[CH2:13][C@H:14]1[C:18]2[CH:19]=[CH:20][C:21]([O:23][C@H:24]3[C:32]4[C:27](=[C:28](B5OC(C)(C)C(C)(C)O5)[CH:29]=[CH:30][CH:31]=4)[CH2:26][CH2:25]3)=[CH:22][C:17]=2[O:16][CH2:15]1, predict the reaction product. The product is: [CH3:10][O:11][C:12](=[O:42])[CH2:13][C@H:14]1[C:18]2[CH:19]=[CH:20][C:21]([O:23][C@H:24]3[C:32]4[C:27](=[C:28]([C:3]5[C:2]([Cl:1])=[CH:7][CH:6]=[CH:5][C:4]=5[Cl:8])[CH:29]=[CH:30][CH:31]=4)[CH2:26][CH2:25]3)=[CH:22][C:17]=2[O:16][CH2:15]1. (3) Given the reactants [Br:1][C:2]1[C:11]2[C:6](=[CH:7][CH:8]=[CH:9][CH:10]=2)[N:5]=[C:4]([CH3:12])[C:3]=1[OH:13].Cl[C:15]1[C:24]2[C:19](=[CH:20][C:21]([O:27][CH3:28])=[C:22]([O:25][CH3:26])[CH:23]=2)[N:18]=[CH:17][CH:16]=1, predict the reaction product. The product is: [Br:1][C:2]1[C:11]2[C:6](=[CH:7][CH:8]=[CH:9][CH:10]=2)[N:5]=[C:4]([CH3:12])[C:3]=1[O:13][C:15]1[C:24]2[C:19](=[CH:20][C:21]([O:27][CH3:28])=[C:22]([O:25][CH3:26])[CH:23]=2)[N:18]=[CH:17][CH:16]=1. (4) Given the reactants [C:1]([N:8]([C:18]([O:20][C:21]([CH3:24])([CH3:23])[CH3:22])=[O:19])[C@H:9]([C:15]([OH:17])=[O:16])[CH2:10][CH2:11][CH2:12][CH2:13][NH2:14])([O:3][C:4]([CH3:7])([CH3:6])[CH3:5])=[O:2].[C:25](C(CN)O)([O:27][C:28]([CH3:31])([CH3:30])[CH3:29])=[O:26].[CH3:36][CH2:37][N:38]=C=NCCCN(C)C.Cl.O, predict the reaction product. The product is: [NH2:38][CH2:37][CH2:36][O:16][C:15](=[O:17])[C@:9]([C:25]([O:27][C:28]([CH3:31])([CH3:30])[CH3:29])=[O:26])([CH2:10][CH2:11][CH2:12][CH2:13][NH2:14])[N:8]([C:18]([O:20][C:21]([CH3:24])([CH3:23])[CH3:22])=[O:19])[C:1]([O:3][C:4]([CH3:5])([CH3:7])[CH3:6])=[O:2]. (5) Given the reactants [CH3:1][C:2]1[O:6][C:5]([C:7]2[CH:8]=[CH:9][C:10]3[N:14]=[CH:13][N:12]([CH:15]4[CH2:20][CH2:19][NH:18][CH2:17][CH2:16]4)[C:11]=3[CH:21]=2)=[N:4][N:3]=1.C(N(CC)CC)C.[CH3:29][S:30](Cl)(=[O:32])=[O:31], predict the reaction product. The product is: [CH3:1][C:2]1[O:6][C:5]([C:7]2[CH:8]=[CH:9][C:10]3[N:14]=[CH:13][N:12]([CH:15]4[CH2:20][CH2:19][N:18]([S:30]([CH3:29])(=[O:32])=[O:31])[CH2:17][CH2:16]4)[C:11]=3[CH:21]=2)=[N:4][N:3]=1. (6) The product is: [Cl:38][C:35]1[CH:36]=[CH:37][C:32]([NH:2][C@H:3]2[C:12]3[C:7](=[CH:8][CH:9]=[C:10]([C:13]4[CH:18]=[CH:17][C:16]([C:19]([N:21]5[CH2:26][CH2:25][O:24][CH2:23][CH2:22]5)=[O:20])=[CH:15][N:14]=4)[CH:11]=3)[N:6]([C:27](=[O:29])[CH3:28])[C@@H:5]([CH3:30])[CH2:4]2)=[CH:33][CH:34]=1. Given the reactants Cl.[NH2:2][C@H:3]1[C:12]2[C:7](=[CH:8][CH:9]=[C:10]([C:13]3[CH:18]=[CH:17][C:16]([C:19]([N:21]4[CH2:26][CH2:25][O:24][CH2:23][CH2:22]4)=[O:20])=[CH:15][N:14]=3)[CH:11]=2)[N:6]([C:27](=[O:29])[CH3:28])[C@@H:5]([CH3:30])[CH2:4]1.Br[C:32]1[CH:37]=[CH:36][C:35]([Cl:38])=[CH:34][CH:33]=1.C1(P(C2CCCCC2)C2C=CC=CC=2C2C(N(C)C)=CC=CC=2)CCCCC1.CC(C)([O-])C.[Na+], predict the reaction product.